From a dataset of Full USPTO retrosynthesis dataset with 1.9M reactions from patents (1976-2016). Predict the reactants needed to synthesize the given product. (1) The reactants are: [CH2:1]1[N:13]=[C:12]([C:14]2[CH:19]=[CH:18][CH:17]=[CH:16][CH:15]=2)[C:6]2[CH:7]=[C:8](Cl)[CH:9]=[CH:10][C:5]=2N[C:2]1=O.BrC1[CH:26]=[CH:25][C:24]([C:27]2([O:30][Si:31]([C:34]([CH3:37])([CH3:36])[CH3:35])([CH3:33])[CH3:32])[CH2:29][CH2:28]2)=[C:23]([F:38])C=1.C(=N)(C1C=CC=CC=1)C1C=CC=CC=1.C([O-])([O-])=O.[Cs+].[Cs+]. Given the product [Si:31]([O:30][C:27]1([C:24]2[CH:25]=[CH:26][C:1]([N:13]=[C:12]([C:14]3[CH:19]=[CH:18][CH:17]=[CH:16][CH:15]=3)[C:6]3[CH:7]=[CH:8][CH:9]=[CH:10][CH:5]=3)=[CH:2][C:23]=2[F:38])[CH2:28][CH2:29]1)([C:34]([CH3:37])([CH3:36])[CH3:35])([CH3:33])[CH3:32], predict the reactants needed to synthesize it. (2) The reactants are: [NH2:1][CH:2]1[CH2:7][CH2:6][N:5]([CH2:8][C@@H:9]([C:11]2[C:20]3[C:15](=[CH:16][CH:17]=[C:18]([O:21][CH3:22])[N:19]=3)[N:14]=[CH:13][CH:12]=2)[OH:10])[CH2:4][CH2:3]1.[N:23]1[C:32]2[NH:31][CH2:30][CH2:29][CH2:28][C:27]=2[CH:26]=[CH:25][C:24]=1[CH:33]=O.[O-]S([O-])(=O)=O.[Na+].[Na+].[BH4-].[Na+]. Given the product [CH3:22][O:21][C:18]1[N:19]=[C:20]2[C:15](=[CH:16][CH:17]=1)[N:14]=[CH:13][CH:12]=[C:11]2[C@@H:9]([OH:10])[CH2:8][N:5]1[CH2:6][CH2:7][CH:2]([NH:1][CH2:33][C:24]2[CH:25]=[CH:26][C:27]3[CH2:28][CH2:29][CH2:30][NH:31][C:32]=3[N:23]=2)[CH2:3][CH2:4]1, predict the reactants needed to synthesize it. (3) Given the product [CH3:1][O:2][C:3](=[O:26])[CH2:4][C:5]1[C:14]([CH3:15])=[C:13]([C:28]2[CH:29]=[CH:30][C:31]([S:34][C:35]3[CH:40]=[C:39]([Cl:41])[CH:38]=[CH:37][C:36]=3[Cl:42])=[CH:32][CH:33]=2)[C:12]2[C:7](=[CH:8][CH:9]=[C:10]([F:25])[CH:11]=2)[CH:6]=1, predict the reactants needed to synthesize it. The reactants are: [CH3:1][O:2][C:3](=[O:26])[CH2:4][C:5]1[C:14]([CH3:15])=[C:13](B2OC(C)(C)C(C)(C)O2)[C:12]2[C:7](=[CH:8][CH:9]=[C:10]([F:25])[CH:11]=2)[CH:6]=1.Br[C:28]1[CH:33]=[CH:32][C:31]([S:34][C:35]2[CH:40]=[C:39]([Cl:41])[CH:38]=[CH:37][C:36]=2[Cl:42])=[CH:30][CH:29]=1.C(=O)(O)[O-].[Na+].O. (4) Given the product [F:14][C:11]([F:12])([F:13])[C:6]1[CH:5]=[C:4]([NH2:1])[CH:9]=[CH:8][N:7]=1, predict the reactants needed to synthesize it. The reactants are: [N+:1]([C:4]1[CH:9]=[CH:8][N+:7]([O-])=[C:6]([C:11]([F:14])([F:13])[F:12])[CH:5]=1)([O-])=O. (5) Given the product [CH2:25]([N:18]([CH2:11][C:12]1[CH:17]=[CH:16][CH:15]=[CH:14][CH:13]=1)[C@H:19]1[CH2:23][CH2:22][CH2:21][C:20]1=[O:24])[C:26]1[CH:27]=[CH:28][CH:29]=[CH:30][CH:31]=1, predict the reactants needed to synthesize it. The reactants are: C(Cl)(=O)C(Cl)=O.CS(C)=O.[CH2:11]([N:18]([CH2:25][C:26]1[CH:31]=[CH:30][CH:29]=[CH:28][CH:27]=1)[C@H:19]1[CH2:23][CH2:22][CH2:21][C@H:20]1[OH:24])[C:12]1[CH:17]=[CH:16][CH:15]=[CH:14][CH:13]=1.O. (6) Given the product [CH3:1][NH:2][CH2:4][CH2:5][C:6]1[C:15]2[C:10](=[CH:11][C:12]([O:16][CH2:17][C:18]3[CH:23]=[CH:22][CH:21]=[C:20]([Cl:24])[CH:19]=3)=[CH:13][CH:14]=2)[O:9][C:8](=[O:25])[CH:7]=1, predict the reactants needed to synthesize it. The reactants are: [CH3:1][NH2:2].Br[CH2:4][CH2:5][C:6]1[C:15]2[C:10](=[CH:11][C:12]([O:16][CH2:17][C:18]3[CH:23]=[CH:22][CH:21]=[C:20]([Cl:24])[CH:19]=3)=[CH:13][CH:14]=2)[O:9][C:8](=[O:25])[CH:7]=1.C([O-])([O-])=O.[K+].[K+]. (7) Given the product [CH2:16]([CH:17]([CH2:20][CH3:21])[CH2:18][CH2:19][N:6]1[CH:7]=[CH:8][N:9]=[C:5]1[N+:2]([O-:4])=[O:3])[CH3:15], predict the reactants needed to synthesize it. The reactants are: [K].[N+:2]([C:5]1[NH:6][CH:7]=[CH:8][N:9]=1)([O-:4])=[O:3].CS(O[CH2:15][CH2:16][CH:17]([CH2:20][CH3:21])[CH2:18][CH3:19])(=O)=O.C1OCCOCCOCCOCCOCCOC1.C(OCC)(=O)C. (8) Given the product [Br:22][C:9]1[N:10]([C:12]2[C:17]([Cl:18])=[CH:16][CH:15]=[CH:14][C:13]=2[Cl:19])[N:11]=[C:3]2[C:2]([Cl:1])=[CH:7][N:6]=[CH:5][C:4]=12, predict the reactants needed to synthesize it. The reactants are: [Cl:1][C:2]1[C:3]2[C:4](=[CH:9][N:10]([C:12]3[C:17]([Cl:18])=[CH:16][CH:15]=[CH:14][C:13]=3[Cl:19])[N:11]=2)[CH:5]=[N+:6]([O-])[CH:7]=1.P(Br)(Br)([Br:22])=O. (9) Given the product [N:1]1([CH:2]2[CH:11]([CH2:12][C:13]3[CH:14]=[CH:15][CH:16]=[CH:17][CH:18]=3)[C:10]3[CH:9]=[C:8]([C:19]#[N:20])[CH:7]=[CH:6][C:5]=3[CH2:4][CH2:3]2)[CH2:24][CH2:23][CH2:22]1, predict the reactants needed to synthesize it. The reactants are: [NH2:1][CH:2]1[CH:11]([CH2:12][C:13]2[CH:18]=[CH:17][CH:16]=[CH:15][CH:14]=2)[C:10]2[CH:9]=[C:8]([C:19]#[N:20])[CH:7]=[CH:6][C:5]=2[CH2:4][CH2:3]1.Br[CH2:22][CH2:23][CH2:24]Br.C(N(CC)CC)C. (10) The reactants are: N#N.[OH-:3].[K+].[CH:5]1[C:10]([OH:11])=[CH:9][CH:8]=[CH:7][C:6]=1[CH3:12].Cl[CH2:14][C:15]1[CH:20]=[CH:19][C:18]([C:21]2[CH:26]=[CH:25][C:24]([CH2:27]Cl)=[CH:23][CH:22]=2)=[CH:17][CH:16]=1. Given the product [CH3:12][C:6]1[CH:5]=[C:10]([CH:9]=[CH:8][CH:7]=1)[O:11][CH2:14][C:15]1[CH:20]=[CH:19][C:18]([C:21]2[CH:26]=[CH:25][C:24]([CH2:27][O:3][C:10]3[CH:9]=[CH:8][CH:7]=[C:6]([CH3:12])[CH:5]=3)=[CH:23][CH:22]=2)=[CH:17][CH:16]=1, predict the reactants needed to synthesize it.